From a dataset of Catalyst prediction with 721,799 reactions and 888 catalyst types from USPTO. Predict which catalyst facilitates the given reaction. (1) Reactant: [N+:1]([C:4]1[CH:9]=[CH:8][C:7]([NH:10][CH2:11][CH2:12][OH:13])=[CH:6][CH:5]=1)([O-])=O. The catalyst class is: 63. Product: [NH2:1][C:4]1[CH:5]=[CH:6][C:7]([NH:10][CH2:11][CH2:12][OH:13])=[CH:8][CH:9]=1. (2) Reactant: [CH2:1]1[C:10]2[C:5](=[CH:6][CH:7]=[C:8]([CH2:11][NH2:12])[CH:9]=2)[CH2:4][CH2:3][NH:2]1.CCN(C(C)C)C(C)C.Cl[C:23]1[C:24]2[C:25](=[N:29][N:30]([CH2:32][C:33]3[CH:38]=[CH:37][C:36]([CH2:39][N:40]4[CH:44]=[CH:43][CH:42]=[N:41]4)=[CH:35][CH:34]=3)[CH:31]=2)[N:26]=[CH:27][N:28]=1. Product: [N:40]1([CH2:39][C:36]2[CH:37]=[CH:38][C:33]([CH2:32][N:30]3[CH:31]=[C:24]4[C:25]([N:26]=[CH:27][N:28]=[C:23]4[NH:12][CH2:11][C:8]4[CH:9]=[C:10]5[C:5]([CH2:4][CH2:3][NH:2][CH2:1]5)=[CH:6][CH:7]=4)=[N:29]3)=[CH:34][CH:35]=2)[CH:44]=[CH:43][CH:42]=[N:41]1. The catalyst class is: 44.